This data is from Peptide-MHC class I binding affinity with 185,985 pairs from IEDB/IMGT. The task is: Regression. Given a peptide amino acid sequence and an MHC pseudo amino acid sequence, predict their binding affinity value. This is MHC class I binding data. (1) The peptide sequence is IEELRRHLL. The MHC is HLA-B08:01 with pseudo-sequence HLA-B08:01. The binding affinity (normalized) is 0.270. (2) The peptide sequence is ELNDRFANYI. The MHC is HLA-A02:02 with pseudo-sequence HLA-A02:02. The binding affinity (normalized) is 0.665. (3) The peptide sequence is YQYIFLSFF. The MHC is HLA-B07:02 with pseudo-sequence HLA-B07:02. The binding affinity (normalized) is 0.0847. (4) The peptide sequence is LMARRARSL. The MHC is HLA-B58:01 with pseudo-sequence HLA-B58:01. The binding affinity (normalized) is 0.213. (5) The MHC is HLA-B46:01 with pseudo-sequence HLA-B46:01. The peptide sequence is FSIPVTFSY. The binding affinity (normalized) is 0.609. (6) The peptide sequence is RVYVAQKRK. The MHC is HLA-B08:01 with pseudo-sequence HLA-B08:01. The binding affinity (normalized) is 0.0847. (7) The peptide sequence is TAFTIPST. The MHC is HLA-B51:01 with pseudo-sequence HLA-B51:01. The binding affinity (normalized) is 0.370.